Dataset: Forward reaction prediction with 1.9M reactions from USPTO patents (1976-2016). Task: Predict the product of the given reaction. (1) Given the reactants C1C(=O)N([Cl:8])C(=O)C1.CN(C=O)C.[O:14]1[CH:18]=[CH:17][CH:16]=[C:15]1[C:19]1[N:20]=[C:21]([NH2:29])[C:22]2[CH:27]=[C:26]([CH3:28])[S:25][C:23]=2[N:24]=1, predict the reaction product. The product is: [Cl:8][C:18]1[O:14][C:15]([C:19]2[N:20]=[C:21]([NH2:29])[C:22]3[CH:27]=[C:26]([CH3:28])[S:25][C:23]=3[N:24]=2)=[CH:16][CH:17]=1. (2) Given the reactants C([Li])(CC)C.C(O[C:11](=[O:23])[NH:12][C:13]1[CH:18]=[CH:17][C:16]([C:19]([F:22])([F:21])[F:20])=[CH:15][CH:14]=1)(C)(C)C.[F:24][C:25]1[CH:30]=[CH:29][CH:28]=[CH:27][C:26]=1[C:31](=[O:37])C(OCC)=O.[Cl-].[NH4+], predict the reaction product. The product is: [F:24][C:25]1[CH:30]=[CH:29][CH:28]=[CH:27][C:26]=1[C:31]1([OH:37])[C:14]2[C:13](=[CH:18][CH:17]=[C:16]([C:19]([F:20])([F:21])[F:22])[CH:15]=2)[NH:12][C:11]1=[O:23]. (3) Given the reactants [CH3:1][O:2][C:3]1[CH:8]=[CH:7][C:6]([C:9]2[C:17]3[C:16]([O:18][CH:19]4[CH2:24][CH2:23][CH2:22][NH:21][CH2:20]4)=[N:15][CH:14]=[N:13][C:12]=3[O:11][C:10]=2[C:25]2[CH:30]=[CH:29][CH:28]=[CH:27][CH:26]=2)=[CH:5][CH:4]=1.C(N(CC)CC)C.[CH3:38][O:39][C:40](=[O:44])[CH2:41][CH2:42]Br, predict the reaction product. The product is: [CH3:38][O:39][C:40](=[O:44])[CH2:41][CH2:42][N:21]1[CH2:22][CH2:23][CH2:24][CH:19]([O:18][C:16]2[C:17]3[C:9]([C:6]4[CH:5]=[CH:4][C:3]([O:2][CH3:1])=[CH:8][CH:7]=4)=[C:10]([C:25]4[CH:30]=[CH:29][CH:28]=[CH:27][CH:26]=4)[O:11][C:12]=3[N:13]=[CH:14][N:15]=2)[CH2:20]1. (4) Given the reactants Cl.CC(C)CNCC1CCCC1N.[F:14][C:15]1[CH:20]=[C:19]([F:21])[CH:18]=[CH:17][C:16]=1[CH2:22][NH:23][C:24]([C:26]1[C:27](=[O:56])[C:28]([O:48]CC2C=CC=CC=2)=[C:29]2[C:45](=[O:46])[N:33]3[CH:34]4[CH2:44][CH2:43][CH2:42][CH:35]4[CH2:36][N:37]([CH2:38][CH:39]([CH3:41])[CH3:40])[CH:32]3[CH2:31][N:30]2[CH:47]=1)=[O:25], predict the reaction product. The product is: [F:14][C:15]1[CH:20]=[C:19]([F:21])[CH:18]=[CH:17][C:16]=1[CH2:22][NH:23][C:24]([C:26]1[C:27](=[O:56])[C:28]([OH:48])=[C:29]2[C:45](=[O:46])[N:33]3[CH:34]4[CH2:44][CH2:43][CH2:42][CH:35]4[CH2:36][N:37]([CH2:38][CH:39]([CH3:41])[CH3:40])[CH:32]3[CH2:31][N:30]2[CH:47]=1)=[O:25]. (5) Given the reactants [Cl:1][C:2]1[CH:7]=[CH:6][C:5]([NH:8][C:9]2[O:10][C:11]3[CH:17]=[CH:16][C:15]([O:18][C:19]4[CH:24]=[CH:23][N:22]=[C:21]5[CH:25]=[C:26]([C:28]6[CH:35]=[CH:34][C:31]([CH:32]=O)=[CH:30][N:29]=6)[S:27][C:20]=45)=[CH:14][C:12]=3[N:13]=2)=[CH:4][CH:3]=1.C(O)(=O)C.[CH3:40][C:41]([O:44][C:45]([NH:47][CH:48]1[CH2:53][CH2:52][NH:51][CH2:50][CH2:49]1)=[O:46])([CH3:43])[CH3:42].[BH-](OC(C)=O)(OC(C)=O)OC(C)=O.[Na+].C([O-])(O)=O.[Na+], predict the reaction product. The product is: [Cl:1][C:2]1[CH:7]=[CH:6][C:5]([NH:8][C:9]2[O:10][C:11]3[CH:17]=[CH:16][C:15]([O:18][C:19]4[CH:24]=[CH:23][N:22]=[C:21]5[CH:25]=[C:26]([C:28]6[N:29]=[CH:30][C:31]([CH2:32][N:51]7[CH2:50][CH2:49][CH:48]([NH:47][C:45](=[O:46])[O:44][C:41]([CH3:40])([CH3:42])[CH3:43])[CH2:53][CH2:52]7)=[CH:34][CH:35]=6)[S:27][C:20]=45)=[CH:14][C:12]=3[N:13]=2)=[CH:4][CH:3]=1. (6) Given the reactants [C:1]([OH:8])(=[O:7])[CH2:2][CH2:3][CH2:4][CH:5]=[CH2:6].C(O)(C)(C)C.[CH2:14]1[CH2:19]CC(N=C=N[CH:14]2[CH2:19]CC[CH2:16][CH2:15]2)[CH2:16][CH2:15]1, predict the reaction product. The product is: [C:1]([O:8][CH2:19][CH2:14][CH2:15][CH3:16])(=[O:7])[CH2:2][CH2:3][CH2:4][CH:5]=[CH2:6]. (7) Given the reactants [CH:1]1([NH:4][C:5]([NH:7][C:8]2[CH:13]=[CH:12][C:11]([C:14]3[N:15]=[C:16]([N:23]4[CH2:28][CH2:27][O:26][CH2:25][C@@H:24]4[CH3:29])[C:17]4[CH2:22][NH:21][CH2:20][C:18]=4[N:19]=3)=[CH:10][CH:9]=2)=[O:6])[CH2:3][CH2:2]1.[CH2:30]([N:32]=[C:33]=[O:34])[CH3:31], predict the reaction product. The product is: [CH:1]1([NH:4][C:5](=[O:6])[NH:7][C:8]2[CH:9]=[CH:10][C:11]([C:14]3[N:15]=[C:16]([N:23]4[CH2:28][CH2:27][O:26][CH2:25][C@@H:24]4[CH3:29])[C:17]4[CH2:22][N:21]([C:33]([NH:32][CH2:30][CH3:31])=[O:34])[CH2:20][C:18]=4[N:19]=3)=[CH:12][CH:13]=2)[CH2:2][CH2:3]1. (8) Given the reactants [F:1][C:2]1[CH:3]=[N:4][C:5]2[C:10]([C:11]=1[CH2:12][CH2:13][CH2:14][CH:15]1[CH2:20][CH2:19][N:18]([CH2:21][CH2:22][S:23][C:24]3[S:25][CH:26]=[CH:27][CH:28]=3)[CH2:17][CH:16]1[CH2:29][C:30]([O:32]C)=[O:31])=[CH:9][C:8]([O:34][CH3:35])=[CH:7][CH:6]=2.[OH-].[Na+].[Cl:38]CCl.[ClH:41], predict the reaction product. The product is: [ClH:38].[ClH:41].[F:1][C:2]1[CH:3]=[N:4][C:5]2[C:10]([C:11]=1[CH2:12][CH2:13][CH2:14][CH:15]1[CH2:20][CH2:19][N:18]([CH2:21][CH2:22][S:23][C:24]3[S:25][CH:26]=[CH:27][CH:28]=3)[CH2:17][CH:16]1[CH2:29][C:30]([OH:32])=[O:31])=[CH:9][C:8]([O:34][CH3:35])=[CH:7][CH:6]=2. (9) The product is: [N+:1]([C:4]1[CH:5]=[CH:6][C:7]([C:11]([F:16])([F:17])[C:12]([F:13])([F:14])[F:15])=[C:8]([CH:9]=1)[O:10][CH2:20][CH2:21][N:22]1[CH2:26][CH2:25][CH2:24][CH2:23]1)([O-:3])=[O:2]. Given the reactants [N+:1]([C:4]1[CH:5]=[CH:6][C:7]([C:11]([F:17])([F:16])[C:12]([F:15])([F:14])[F:13])=[C:8]([OH:10])[CH:9]=1)([O-:3])=[O:2].Cl.Cl[CH2:20][CH2:21][N:22]1[CH2:26][CH2:25][CH2:24][CH2:23]1.CN(C=O)C.C([O-])([O-])=O.[K+].[K+], predict the reaction product. (10) Given the reactants Br[C:2]1[CH:7]=[CH:6][C:5]([C:8]([CH3:14])([CH3:13])[C:9]([O:11][CH3:12])=[O:10])=[CH:4][CH:3]=1.[B:15]1([B:15]2[O:19][C:18]([CH3:21])([CH3:20])[C:17]([CH3:23])([CH3:22])[O:16]2)[O:19][C:18]([CH3:21])([CH3:20])[C:17]([CH3:23])([CH3:22])[O:16]1.CC([O-])=O.[K+].CCOC(C)=O, predict the reaction product. The product is: [CH3:13][C:8]([C:5]1[CH:6]=[CH:7][C:2]([B:15]2[O:19][C:18]([CH3:21])([CH3:20])[C:17]([CH3:23])([CH3:22])[O:16]2)=[CH:3][CH:4]=1)([CH3:14])[C:9]([O:11][CH3:12])=[O:10].